This data is from Full USPTO retrosynthesis dataset with 1.9M reactions from patents (1976-2016). The task is: Predict the reactants needed to synthesize the given product. (1) Given the product [Cl:1][C:2]1[CH:3]=[C:4]([C:19]2[CH:23]=[C:22]([C:24]([OH:26])=[O:25])[NH:21][N:20]=2)[CH:5]=[C:6]([Cl:18])[C:7]=1[O:8][CH2:9][C:10]1[CH:15]=[CH:14][C:13]([O:16][CH3:17])=[CH:12][CH:11]=1, predict the reactants needed to synthesize it. The reactants are: [Cl:1][C:2]1[CH:3]=[C:4]([C:19]2[CH:23]=[C:22]([C:24]([O:26]C)=[O:25])[NH:21][N:20]=2)[CH:5]=[C:6]([Cl:18])[C:7]=1[O:8][CH2:9][C:10]1[CH:15]=[CH:14][C:13]([O:16][CH3:17])=[CH:12][CH:11]=1.[OH-].[Na+]. (2) Given the product [C:1]([O:5][C:6](=[O:24])[NH:7][C@@H:8]1[C:14](=[O:15])[N:13]([CH2:28][CH:27]([OH:29])[C:26]([F:31])([F:30])[F:25])[C:12]2[CH:16]=[CH:17][CH:18]=[CH:19][C:11]=2[C:10]2[CH:20]=[CH:21][CH:22]=[CH:23][C:9]1=2)([CH3:4])([CH3:2])[CH3:3], predict the reactants needed to synthesize it. The reactants are: [C:1]([O:5][C:6](=[O:24])[NH:7][C@@H:8]1[C:14](=[O:15])[NH:13][C:12]2[CH:16]=[CH:17][CH:18]=[CH:19][C:11]=2[C:10]2[CH:20]=[CH:21][CH:22]=[CH:23][C:9]1=2)([CH3:4])([CH3:3])[CH3:2].[F:25][C:26]([F:31])([F:30])[CH:27]1[O:29][CH2:28]1.